This data is from Forward reaction prediction with 1.9M reactions from USPTO patents (1976-2016). The task is: Predict the product of the given reaction. (1) The product is: [CH3:25][O:24][C:3]1[C:2]([N:26]2[CH2:31][CH2:30][CH2:29][NH:28][C:27]2=[O:32])=[N:7][C:6]([N:8]2[C:16]3[CH:15]=[C:14]([C:17]4[CH:22]=[N:21][CH:20]=[C:19]([CH3:23])[N:18]=4)[N:13]=[CH:12][C:11]=3[CH:10]=[N:9]2)=[CH:5][CH:4]=1. Given the reactants Br[C:2]1[N:7]=[C:6]([N:8]2[C:16]3[CH:15]=[C:14]([C:17]4[CH:22]=[N:21][CH:20]=[C:19]([CH3:23])[N:18]=4)[N:13]=[CH:12][C:11]=3[CH:10]=[N:9]2)[CH:5]=[CH:4][C:3]=1[O:24][CH3:25].[NH:26]1[CH2:31][CH2:30][CH2:29][NH:28][C:27]1=[O:32].C(=O)([O-])[O-].[K+].[K+].CNCCNC, predict the reaction product. (2) The product is: [NH2:1][C:2]1[C:3]([F:12])=[CH:4][C:5]([C:6]([N:29]2[CH2:28][CH2:27][N:26]([CH2:25][C:21]3[CH:20]=[C:19]([CH:24]=[CH:23][CH:22]=3)[C:18]([NH:17][C:13]([CH3:15])([CH3:16])[CH3:14])=[O:32])[CH2:31][CH2:30]2)=[O:8])=[CH:9][C:10]=1[F:11]. Given the reactants [NH2:1][C:2]1[C:10]([F:11])=[CH:9][C:5]([C:6]([OH:8])=O)=[CH:4][C:3]=1[F:12].[C:13]([NH:17][C:18](=[O:32])[C:19]1[CH:24]=[CH:23][CH:22]=[C:21]([CH2:25][N:26]2[CH2:31][CH2:30][NH:29][CH2:28][CH2:27]2)[CH:20]=1)([CH3:16])([CH3:15])[CH3:14].C(N(CC)CC)C.CCCP1(OP(CCC)(=O)OP(CCC)(=O)O1)=O, predict the reaction product. (3) Given the reactants [CH3:1][C:2]1[CH:7]=[CH:6][C:5]([CH:8]2[O:13][CH2:12][CH2:11][NH:10][CH2:9]2)=[CH:4][CH:3]=1.Cl[C:15]1[C:24]2[C:19](=[CH:20][C:21]([O:27][CH3:28])=[C:22]([O:25][CH3:26])[CH:23]=2)[N:18]=[CH:17][N:16]=1, predict the reaction product. The product is: [CH3:26][O:25][C:22]1[CH:23]=[C:24]2[C:19](=[CH:20][C:21]=1[O:27][CH3:28])[N:18]=[CH:17][N:16]=[C:15]2[N:10]1[CH2:11][CH2:12][O:13][CH:8]([C:5]2[CH:4]=[CH:3][C:2]([CH3:1])=[CH:7][CH:6]=2)[CH2:9]1. (4) Given the reactants [NH2:1][CH2:2][C@@H:3]1[C@@H:11]([C@@:12]2([CH3:21])[CH2:17][CH2:16][C@H:15]([OH:18])[CH2:14][C@@H:13]2[CH2:19][OH:20])[CH2:10][CH2:9][C@@:8]2([CH3:22])[C@H:4]1[CH2:5][CH2:6][C:7]2=[CH2:23].[C:24]1([N:30]=[C:31]=[O:32])[CH:29]=[CH:28][CH:27]=[CH:26][CH:25]=1, predict the reaction product. The product is: [OH:18][C@H:15]1[CH2:16][CH2:17][C@@:12]([C@H:11]2[CH2:10][CH2:9][C@@:8]3([CH3:22])[C@@H:4]([CH2:5][CH2:6][C:7]3=[CH2:23])[C@@H:3]2[CH2:2][NH:1][C:31]([NH:30][C:24]2[CH:29]=[CH:28][CH:27]=[CH:26][CH:25]=2)=[O:32])([CH3:21])[C@@H:13]([CH2:19][OH:20])[CH2:14]1.